This data is from Catalyst prediction with 721,799 reactions and 888 catalyst types from USPTO. The task is: Predict which catalyst facilitates the given reaction. (1) Reactant: [NH2:1][C@H:2]([C:10]([OH:12])=[O:11])[CH2:3][CH2:4][CH2:5][NH:6][C:7](=[NH:9])[NH2:8].[C:13](Cl)(=[O:25])[CH2:14][CH2:15][CH2:16][CH2:17][CH2:18][CH2:19][CH2:20][CH2:21][CH2:22][CH2:23][CH3:24].Cl.[OH-].[Na+]. Product: [C:13]([NH:1][C@H:2]([C:10]([OH:12])=[O:11])[CH2:3][CH2:4][CH2:5][NH:6][C:7](=[NH:8])[NH2:9])(=[O:25])[CH2:14][CH2:15][CH2:16][CH2:17][CH2:18][CH2:19][CH2:20][CH2:21][CH2:22][CH2:23][CH3:24]. The catalyst class is: 252. (2) Reactant: C(=O)([O-])[O-].[K+].[K+].[CH2:7]([N:9]=[C:10]=[O:11])[CH3:8].[C:12]([C:14]1[CH:19]=[CH:18][C:17]([O:20][C:21]2[CH:25]=[C:24]([CH3:26])[NH:23][N:22]=2)=[C:16]([C:27]([F:30])([F:29])[F:28])[CH:15]=1)#[N:13].Cl. Product: [CH2:7]([NH:9][C:10]([N:23]1[C:24]([CH3:26])=[CH:25][C:21]([O:20][C:17]2[CH:18]=[CH:19][C:14]([C:12]#[N:13])=[CH:15][C:16]=2[C:27]([F:28])([F:29])[F:30])=[N:22]1)=[O:11])[CH3:8]. The catalyst class is: 13. (3) Reactant: [N:1]([O-])=O.[Na+].[NH2:5][C:6]1[CH:15]=[CH:14][CH:13]=[C:12]2[C:7]=1[CH:8]=[CH:9][C:10]([OH:16])=[CH:11]2.[F:17][B-:18]([F:21])([F:20])[F:19].[H+]. Product: [F:17][B-:18]([F:21])([F:20])[F:19].[OH:16][C:10]1[CH:11]=[C:12]2[C:7](=[CH:8][CH:9]=1)[C:6]([N+:5]#[N:1])=[CH:15][CH:14]=[CH:13]2. The catalyst class is: 6.